This data is from Forward reaction prediction with 1.9M reactions from USPTO patents (1976-2016). The task is: Predict the product of the given reaction. (1) Given the reactants [CH2:1]([C:8]1[CH:9]=[N:10][C:11]2[C:16]([C:17]=1[C:18]1[CH:19]=[C:20]([NH2:24])[CH:21]=[CH:22][CH:23]=1)=[CH:15][CH:14]=[CH:13][C:12]=2[C:25]([F:28])([F:27])[F:26])[C:2]1[CH:7]=[CH:6][CH:5]=[CH:4][CH:3]=1.[Cl:29][C:30]1[CH:31]=[C:32]([CH:35]=[CH:36][C:37]=1[Cl:38])[CH:33]=O, predict the reaction product. The product is: [CH2:1]([C:8]1[CH:9]=[N:10][C:11]2[C:16]([C:17]=1[C:18]1[CH:19]=[C:20]([NH:24][CH2:33][C:32]3[CH:35]=[CH:36][C:37]([Cl:38])=[C:30]([Cl:29])[CH:31]=3)[CH:21]=[CH:22][CH:23]=1)=[CH:15][CH:14]=[CH:13][C:12]=2[C:25]([F:28])([F:26])[F:27])[C:2]1[CH:3]=[CH:4][CH:5]=[CH:6][CH:7]=1. (2) Given the reactants [C:1]1([C:7]2([OH:12])[CH2:11][CH2:10][NH:9][CH2:8]2)[CH:6]=[CH:5][CH:4]=[CH:3][CH:2]=1.CN(C(ON1N=NC2C=CC=CC1=2)=[N+](C)C)C.[B-](F)(F)(F)F.C(N(C(C)C)C(C)C)C.[CH3:44][C:45]1[CH:50]=[CH:49][C:48]([C:51]2[C:55]([C:56](O)=[O:57])=[CH:54][O:53][N:52]=2)=[CH:47][CH:46]=1, predict the reaction product. The product is: [CH3:44][C:45]1[CH:46]=[CH:47][C:48]([C:51]2[C:55]([C:56]([N:9]3[CH2:10][CH2:11][C:7]([C:1]4[CH:2]=[CH:3][CH:4]=[CH:5][CH:6]=4)([OH:12])[CH2:8]3)=[O:57])=[CH:54][O:53][N:52]=2)=[CH:49][CH:50]=1. (3) Given the reactants [CH2:1]1[CH:6]2[CH2:7][C:8]3([NH2:11])[CH2:10][CH:4]([CH2:5]2)[CH2:3][CH:2]1[CH2:9]3.[Br:12][C:13]1[N:18]=[CH:17][C:16]([CH:19]=O)=[CH:15][N:14]=1, predict the reaction product. The product is: [Br:12][C:13]1[N:18]=[CH:17][C:16]([CH2:19][NH:11][C:8]23[CH2:10][CH:4]4[CH2:5][CH:6]([CH2:1][CH:2]([CH2:3]4)[CH2:9]2)[CH2:7]3)=[CH:15][N:14]=1. (4) Given the reactants Br[C:2]1[CH:7]=[CH:6][C:5]([S:8]([NH:11][C:12]2[N:17]=[C:16]([N:18]3[CH2:23][C@H:22]([CH3:24])[N:21]([C:25]([O:27][C:28]([CH3:31])([CH3:30])[CH3:29])=[O:26])[C@H:20]([CH3:32])[CH2:19]3)[CH:15]=[CH:14][C:13]=2[O:33][CH3:34])(=[O:10])=[O:9])=[C:4]([Cl:35])[CH:3]=1.[CH3:36][C:37]1[S:41][C:40](B(O)O)=[CH:39][CH:38]=1.C(=O)([O-])[O-].[Na+].[Na+].O, predict the reaction product. The product is: [Cl:35][C:4]1[CH:3]=[C:2]([C:40]2[S:41][C:37]([CH3:36])=[CH:38][CH:39]=2)[CH:7]=[CH:6][C:5]=1[S:8]([NH:11][C:12]1[N:17]=[C:16]([N:18]2[CH2:23][C@H:22]([CH3:24])[N:21]([C:25]([O:27][C:28]([CH3:31])([CH3:30])[CH3:29])=[O:26])[C@H:20]([CH3:32])[CH2:19]2)[CH:15]=[CH:14][C:13]=1[O:33][CH3:34])(=[O:10])=[O:9].